Binary Classification. Given a drug SMILES string, predict its activity (active/inactive) in a high-throughput screening assay against a specified biological target. From a dataset of Kir2.1 potassium channel HTS with 301,493 compounds. The drug is s1c2N(CC(=O)NCc3sccc3)C(=O)CN=C(c2c(c1C)C)c1sccc1. The result is 0 (inactive).